From a dataset of Cav3 T-type calcium channel HTS with 100,875 compounds. Binary Classification. Given a drug SMILES string, predict its activity (active/inactive) in a high-throughput screening assay against a specified biological target. (1) The result is 0 (inactive). The drug is O(c1cc(c(cc1)C(O)=O)C(O)=O)c1cc([N+]([O-])=O)ccc1. (2) The molecule is O(C(=O)c1c2c(n(CC(=O)NCc3occc3)c1)cccc2)C. The result is 0 (inactive).